Dataset: Catalyst prediction with 721,799 reactions and 888 catalyst types from USPTO. Task: Predict which catalyst facilitates the given reaction. (1) Reactant: [CH2:1]([O:8][C:9]([NH:11][C:12]1[C:13]([CH3:38])=[C:14]([C:18]2[C:30]3[C:29]4[C:24](=[CH:25][C:26]([Br:31])=[CH:27][CH:28]=4)[NH:23][C:22]=3[C:21]([C:32]([O:34]CC)=[O:33])=[N:20][C:19]=2[CH3:37])[CH:15]=[CH:16][CH:17]=1)=[O:10])[C:2]1[CH:7]=[CH:6][CH:5]=[CH:4][CH:3]=1.O.[OH-].[Li+].O. Product: [CH2:1]([O:8][C:9]([NH:11][C:12]1[C:13]([CH3:38])=[C:14]([C:18]2[C:30]3[C:29]4[C:24](=[CH:25][C:26]([Br:31])=[CH:27][CH:28]=4)[NH:23][C:22]=3[C:21]([C:32]([OH:34])=[O:33])=[N:20][C:19]=2[CH3:37])[CH:15]=[CH:16][CH:17]=1)=[O:10])[C:2]1[CH:7]=[CH:6][CH:5]=[CH:4][CH:3]=1. The catalyst class is: 83. (2) Reactant: Br[CH2:2][CH2:3][CH2:4][O:5][C:6]1[CH:12]=[CH:11][C:9]([NH2:10])=[C:8]([N+:13]([O-:15])=[O:14])[CH:7]=1.[CH3:16][N:17]1[CH2:22][CH2:21][NH:20][CH2:19][CH2:18]1. Product: [CH3:16][N:17]1[CH2:22][CH2:21][N:20]([CH2:2][CH2:3][CH2:4][O:5][C:6]2[CH:12]=[CH:11][C:9]([NH2:10])=[C:8]([N+:13]([O-:15])=[O:14])[CH:7]=2)[CH2:19][CH2:18]1. The catalyst class is: 6. (3) Reactant: [Br:1][C:2]1[C:11]2[C:6](=[CH:7][CH:8]=[CH:9][CH:10]=2)[C:5](N)=[C:4]([CH3:13])[CH:3]=1.Cl.N([O-])=O.[Na+].C([BH3-])#N.[Na+]. Product: [Br:1][C:2]1[C:11]2[C:6](=[CH:7][CH:8]=[CH:9][CH:10]=2)[CH:5]=[C:4]([CH3:13])[CH:3]=1. The catalyst class is: 30. (4) Reactant: S(=O)(=O)(O)O.[CH3:6][S:7][C:8]1[N:13]=[CH:12][C:11](N)=[CH:10][CH:9]=1.N([O-])=[O:16].[Na+].C(=O)(O)[O-].[Na+]. Product: [CH3:6][S:7][C:8]1[N:13]=[CH:12][C:11]([OH:16])=[CH:10][CH:9]=1. The catalyst class is: 6. (5) Reactant: CC1(C)COB([C:8]2[CH:9]=[CH:10][C:11]3[C:12]([CH:20]=2)=[N:13][O:14][C:15]=3[C:16]([O:18][CH3:19])=[O:17])OC1.B1([O-])O[O:23]1.O.O.O.O.[Na+]. Product: [OH:23][C:8]1[CH:9]=[CH:10][C:11]2[C:12]([CH:20]=1)=[N:13][O:14][C:15]=2[C:16]([O:18][CH3:19])=[O:17]. The catalyst class is: 20. (6) Reactant: [Cl:1][C:2]1[CH:7]=[C:6]([C:8]2[C:9]3[N:10]([C:26]([CH2:29][CH3:30])=[CH:27][CH:28]=3)[N:11]=[C:12]([CH2:23]SC)[C:13]=2[CH2:14][CH2:15][CH2:16][CH2:17][C:18]([O:20][CH2:21][CH3:22])=[O:19])[CH:5]=[CH:4][N:3]=1.O[O:32][S:33]([O-:35])=O.[K+].O1CCC[CH2:38]1. Product: [Cl:1][C:2]1[CH:7]=[C:6]([C:8]2[C:9]3[N:10]([C:26]([CH2:29][CH3:30])=[CH:27][CH:28]=3)[N:11]=[C:12]([CH2:23][S:33]([CH3:38])(=[O:35])=[O:32])[C:13]=2[CH2:14][CH2:15][CH2:16][CH2:17][C:18]([O:20][CH2:21][CH3:22])=[O:19])[CH:5]=[CH:4][N:3]=1. The catalyst class is: 6.